From a dataset of Full USPTO retrosynthesis dataset with 1.9M reactions from patents (1976-2016). Predict the reactants needed to synthesize the given product. (1) Given the product [O:20]=[C:10]1[N:9]([CH2:8][C:6]2[CH:5]=[CH:4][N:3]=[C:2]([NH:1][C:26]([CH2:25][O:24][C:21](=[O:23])[CH3:22])=[O:27])[CH:7]=2)[C:14]2[CH:15]=[CH:16][CH:17]=[CH:18][C:13]=2[C:12](=[O:19])[O:11]1, predict the reactants needed to synthesize it. The reactants are: [NH2:1][C:2]1[CH:7]=[C:6]([CH2:8][N:9]2[C:14]3[CH:15]=[CH:16][CH:17]=[CH:18][C:13]=3[C:12](=[O:19])[O:11][C:10]2=[O:20])[CH:5]=[CH:4][N:3]=1.[C:21]([O:24][CH2:25][C:26](Cl)=[O:27])(=[O:23])[CH3:22]. (2) Given the product [CH3:1][O:2][C:3]1[CH:8]=[CH:7][C:6]([O:9][CH3:10])=[CH:5][C:4]=1[S:11]([N:35]1[CH2:34][CH2:33][CH:32]([N:30]2[C:29](=[O:38])[CH2:28][CH2:27][C:26]([C:20]3[CH:21]=[CH:22][C:23]([O:24][CH3:25])=[C:18]([O:17][CH3:16])[CH:19]=3)=[N:31]2)[CH2:37][CH2:36]1)(=[O:13])=[O:12], predict the reactants needed to synthesize it. The reactants are: [CH3:1][O:2][C:3]1[CH:8]=[CH:7][C:6]([O:9][CH3:10])=[CH:5][C:4]=1[S:11](Cl)(=[O:13])=[O:12].Cl.[CH3:16][O:17][C:18]1[CH:19]=[C:20]([C:26]2[CH:27](C)[CH2:28][C:29](=[O:38])[N:30]([CH:32]3[CH2:37][CH2:36][NH:35][CH2:34][CH2:33]3)[N:31]=2)[CH:21]=[CH:22][C:23]=1[O:24][CH3:25].C(N1CCC(N2C(=O)CC(C)C(C3C=CC(OC)=C(OC)C=3)=N2)CC1)(=O)C. (3) Given the product [I:1][C:2]1[CH:3]=[N:4][C:5]([N:8]2[CH2:12][C:11]([CH3:13])([CH3:14])[N:10]([CH3:20])[C:9]2=[O:15])=[N:6][CH:7]=1, predict the reactants needed to synthesize it. The reactants are: [I:1][C:2]1[CH:3]=[N:4][C:5]([N:8]2[CH2:12][C:11]([CH3:14])([CH3:13])[NH:10][C:9]2=[O:15])=[N:6][CH:7]=1.[H-].[Na+].IC.[C:20]([O-])(O)=O.[Na+]. (4) Given the product [C:8]([C:7]1[CH:10]=[CH:11][C:4]([CH2:3][CH2:2][NH:1][C:12]([N:19]2[CH2:20][CH:37]3[CH2:38][CH:22]([CH2:42][N:35]([CH2:34][CH2:33][CH2:32][C:27](=[O:28])[CH2:24][CH2:25][CH3:26])[CH2:36]3)[CH2:23]2)=[O:13])=[CH:5][CH:6]=1)#[N:9], predict the reactants needed to synthesize it. The reactants are: [NH2:1][CH2:2][CH2:3][C:4]1[CH:11]=[CH:10][C:7]([C:8]#[N:9])=[CH:6][CH:5]=1.[C:12]([N:19]1[CH:23]=[CH:22]N=[CH:20]1)(N1C=CN=C1)=[O:13].[CH2:24]([C:27]1([CH2:32][CH2:33][CH2:34][N:35]2[CH2:42]C3C[CH:37]([CH2:38]NC3)[CH2:36]2)OCC[O:28]1)[CH2:25][CH3:26]. (5) Given the product [CH3:23][O:22][C:20](=[O:21])[CH2:19][CH:13]([CH:14]=[O:15])[CH2:12][C:11]([CH3:17])([CH3:16])[CH3:10], predict the reactants needed to synthesize it. The reactants are: C(NCC(C)C)C(C)C.[CH3:10][C:11]([CH3:17])([CH3:16])[CH2:12][CH2:13][CH:14]=[O:15].Br[CH2:19][C:20]([O:22][CH3:23])=[O:21].O.